From a dataset of Merck oncology drug combination screen with 23,052 pairs across 39 cell lines. Regression. Given two drug SMILES strings and cell line genomic features, predict the synergy score measuring deviation from expected non-interaction effect. (1) Drug 1: COC1=C2CC(C)CC(OC)C(O)C(C)C=C(C)C(OC(N)=O)C(OC)C=CC=C(C)C(=O)NC(=CC1=O)C2=O. Drug 2: Cn1c(=O)n(-c2ccc(C(C)(C)C#N)cc2)c2c3cc(-c4cnc5ccccc5c4)ccc3ncc21. Cell line: HT29. Synergy scores: synergy=13.7. (2) Drug 1: COc1cc(C2c3cc4c(cc3C(OC3OC5COC(C)OC5C(O)C3O)C3COC(=O)C23)OCO4)cc(OC)c1O. Drug 2: CNC(=O)c1cc(Oc2ccc(NC(=O)Nc3ccc(Cl)c(C(F)(F)F)c3)cc2)ccn1. Cell line: SKOV3. Synergy scores: synergy=-3.41. (3) Cell line: LOVO. Drug 1: CC(=O)OC1C(=O)C2(C)C(O)CC3OCC3(OC(C)=O)C2C(OC(=O)c2ccccc2)C2(O)CC(OC(=O)C(O)C(NC(=O)c3ccccc3)c3ccccc3)C(C)=C1C2(C)C. Drug 2: CC1(c2nc3c(C(N)=O)cccc3[nH]2)CCCN1. Synergy scores: synergy=-2.11. (4) Drug 1: Cn1c(=O)n(-c2ccc(C(C)(C)C#N)cc2)c2c3cc(-c4cnc5ccccc5c4)ccc3ncc21. Drug 2: Cn1cc(-c2cnn3c(N)c(Br)c(C4CCCNC4)nc23)cn1. Cell line: NCIH460. Synergy scores: synergy=41.3. (5) Drug 1: NC1CCCCC1N.O=C(O)C(=O)O.[Pt+2]. Drug 2: CNC(=O)c1cc(Oc2ccc(NC(=O)Nc3ccc(Cl)c(C(F)(F)F)c3)cc2)ccn1. Cell line: MDAMB436. Synergy scores: synergy=-19.5.